From a dataset of Peptide-MHC class I binding affinity with 185,985 pairs from IEDB/IMGT. Regression. Given a peptide amino acid sequence and an MHC pseudo amino acid sequence, predict their binding affinity value. This is MHC class I binding data. (1) The binding affinity (normalized) is 0.132. The MHC is HLA-A02:06 with pseudo-sequence HLA-A02:06. The peptide sequence is NMWREILSNT. (2) The peptide sequence is ETPDRLTDQIK. The MHC is Mamu-A01 with pseudo-sequence Mamu-A01. The binding affinity (normalized) is 0.221. (3) The peptide sequence is WRWKSQVTI. The MHC is HLA-B08:02 with pseudo-sequence HLA-B08:02. The binding affinity (normalized) is 0.0847. (4) The peptide sequence is LEDFKPRSQM. The MHC is HLA-B44:03 with pseudo-sequence HLA-B44:03. The binding affinity (normalized) is 0.361. (5) The peptide sequence is ITAVNRYFK. The MHC is HLA-B27:03 with pseudo-sequence HLA-B27:03. The binding affinity (normalized) is 0.0847. (6) The peptide sequence is FPTQADAIG. The MHC is HLA-A69:01 with pseudo-sequence HLA-A69:01. The binding affinity (normalized) is 0.0847. (7) The peptide sequence is VLEIINDKGK. The MHC is HLA-A68:01 with pseudo-sequence HLA-A68:01. The binding affinity (normalized) is 0. (8) The peptide sequence is GETALALLL. The MHC is HLA-B18:01 with pseudo-sequence HLA-B18:01. The binding affinity (normalized) is 0.0729. (9) The peptide sequence is RPNNNTRKSI. The MHC is HLA-B44:03 with pseudo-sequence HLA-B44:03. The binding affinity (normalized) is 0. (10) The peptide sequence is YVHSLLYSSM. The MHC is HLA-A02:02 with pseudo-sequence HLA-A02:02. The binding affinity (normalized) is 0.289.